From a dataset of Forward reaction prediction with 1.9M reactions from USPTO patents (1976-2016). Predict the product of the given reaction. (1) Given the reactants [OH-].[Li+].[F:3][C:4]1[C:9]([O:10][CH3:11])=[CH:8][CH:7]=[CH:6][C:5]=1[NH:12][C:13]1[N:22]=[CH:21][CH:20]=[CH:19][C:14]=1[C:15]([O:17]C)=[O:16], predict the reaction product. The product is: [F:3][C:4]1[C:9]([O:10][CH3:11])=[CH:8][CH:7]=[CH:6][C:5]=1[NH:12][C:13]1[N:22]=[CH:21][CH:20]=[CH:19][C:14]=1[C:15]([OH:17])=[O:16]. (2) Given the reactants [C:1]([O:5][C:6]([N:8]1[CH2:13][CH2:12][CH2:11][CH:10]([C:14]2[S:15][CH:16]=[C:17]([CH2:19]Cl)[N:18]=2)[CH2:9]1)=[O:7])([CH3:4])([CH3:3])[CH3:2].[N:21]1([C:26]2[CH:31]=[CH:30][C:29]([OH:32])=[CH:28][CH:27]=2)[CH:25]=[N:24][N:23]=[N:22]1, predict the reaction product. The product is: [C:1]([O:5][C:6]([N:8]1[CH2:13][CH2:12][CH2:11][CH:10]([C:14]2[S:15][CH:16]=[C:17]([CH2:19][O:32][C:29]3[CH:30]=[CH:31][C:26]([N:21]4[CH:25]=[N:24][N:23]=[N:22]4)=[CH:27][CH:28]=3)[N:18]=2)[CH2:9]1)=[O:7])([CH3:4])([CH3:3])[CH3:2]. (3) Given the reactants [OH:1][CH2:2][CH:3]([CH2:6][OH:7])[CH2:4][OH:5].[CH3:8][CH2:9][C:10](=O)[CH2:11][CH3:12], predict the reaction product. The product is: [CH2:9]([C:10]1([CH2:11][CH3:12])[O:5][CH2:4][CH:3]([CH2:6][OH:7])[CH2:2][O:1]1)[CH3:8].